This data is from NCI-60 drug combinations with 297,098 pairs across 59 cell lines. The task is: Regression. Given two drug SMILES strings and cell line genomic features, predict the synergy score measuring deviation from expected non-interaction effect. (1) Drug 1: C1=CC(=CC=C1CC(C(=O)O)N)N(CCCl)CCCl.Cl. Drug 2: C1=CC=C(C(=C1)C(C2=CC=C(C=C2)Cl)C(Cl)Cl)Cl. Cell line: HL-60(TB). Synergy scores: CSS=28.8, Synergy_ZIP=0.464, Synergy_Bliss=3.39, Synergy_Loewe=-29.0, Synergy_HSA=2.14. (2) Drug 1: CCC1(CC2CC(C3=C(CCN(C2)C1)C4=CC=CC=C4N3)(C5=C(C=C6C(=C5)C78CCN9C7C(C=CC9)(C(C(C8N6C)(C(=O)OC)O)OC(=O)C)CC)OC)C(=O)OC)O.OS(=O)(=O)O. Drug 2: CC(C)NC(=O)C1=CC=C(C=C1)CNNC.Cl. Cell line: SK-MEL-28. Synergy scores: CSS=1.46, Synergy_ZIP=2.95, Synergy_Bliss=-4.95, Synergy_Loewe=-0.316, Synergy_HSA=-3.62. (3) Drug 1: CC1=C(C=C(C=C1)NC2=NC=CC(=N2)N(C)C3=CC4=NN(C(=C4C=C3)C)C)S(=O)(=O)N.Cl. Drug 2: CCC(=C(C1=CC=CC=C1)C2=CC=C(C=C2)OCCN(C)C)C3=CC=CC=C3.C(C(=O)O)C(CC(=O)O)(C(=O)O)O. Cell line: SNB-19. Synergy scores: CSS=1.08, Synergy_ZIP=1.25, Synergy_Bliss=2.16, Synergy_Loewe=1.67, Synergy_HSA=0.561. (4) Drug 1: C1=NC(=NC(=O)N1C2C(C(C(O2)CO)O)O)N. Drug 2: CN(C(=O)NC(C=O)C(C(C(CO)O)O)O)N=O. Cell line: SF-295. Synergy scores: CSS=9.91, Synergy_ZIP=-4.61, Synergy_Bliss=-5.69, Synergy_Loewe=-68.7, Synergy_HSA=-5.06. (5) Drug 1: CCC1=CC2CC(C3=C(CN(C2)C1)C4=CC=CC=C4N3)(C5=C(C=C6C(=C5)C78CCN9C7C(C=CC9)(C(C(C8N6C)(C(=O)OC)O)OC(=O)C)CC)OC)C(=O)OC.C(C(C(=O)O)O)(C(=O)O)O. Drug 2: CC1=CC2C(CCC3(C2CCC3(C(=O)C)OC(=O)C)C)C4(C1=CC(=O)CC4)C. Cell line: HCT-15. Synergy scores: CSS=30.5, Synergy_ZIP=4.50, Synergy_Bliss=5.33, Synergy_Loewe=-36.0, Synergy_HSA=3.95.